Dataset: Catalyst prediction with 721,799 reactions and 888 catalyst types from USPTO. Task: Predict which catalyst facilitates the given reaction. (1) Reactant: FC(F)(F)C(O)=O.[CH:8]1([C@H:11]([NH:31]C(=O)OC(C)(C)C)[C:12]2[N:21]([C:22]3[CH:27]=[CH:26][CH:25]=[C:24]([F:28])[CH:23]=3)[C:20](=[O:29])[C:19]3[C:14](=[CH:15][CH:16]=[CH:17][C:18]=3[F:30])[N:13]=2)[CH2:10][CH2:9]1.C([O-])(O)=O.[Na+]. Product: [NH2:31][C@@H:11]([CH:8]1[CH2:9][CH2:10]1)[C:12]1[N:21]([C:22]2[CH:27]=[CH:26][CH:25]=[C:24]([F:28])[CH:23]=2)[C:20](=[O:29])[C:19]2[C:14](=[CH:15][CH:16]=[CH:17][C:18]=2[F:30])[N:13]=1. The catalyst class is: 4. (2) Reactant: F[C:2](F)(F)[C:3]([OH:5])=O.C(OC([N:15]1[C:23]2[CH:22]=[CH:21][N:20]=[CH:19][C:18]=2[CH:17]=[C:16]1[CH2:24][N:25]1[C:30](=[O:31])[CH2:29][N:28]([S:32]([CH:35]=[CH:36][C:37]2[S:38][C:39]([Cl:42])=[CH:40][CH:41]=2)(=[O:34])=[O:33])C[CH:26]1CO)=O)(C)(C)C. Product: [Cl:42][C:39]1[S:38][C:37]([CH:36]=[CH:35][S:32]([N:28]2[CH:2]([CH2:3][OH:5])[CH2:26][N:25]([CH2:24][C:16]3[NH:15][C:23]4[CH:22]=[CH:21][N:20]=[CH:19][C:18]=4[CH:17]=3)[C:30](=[O:31])[CH2:29]2)(=[O:34])=[O:33])=[CH:41][CH:40]=1. The catalyst class is: 2.